Dataset: Full USPTO retrosynthesis dataset with 1.9M reactions from patents (1976-2016). Task: Predict the reactants needed to synthesize the given product. (1) Given the product [OH:1][CH2:2][CH:3]([C:7]1[S:8][CH:9]=[CH:10][CH:11]=1)[C:4]([O:6][CH2:20][C:19]1[CH:22]=[CH:23][C:16]([O:15][CH3:14])=[CH:17][CH:18]=1)=[O:5], predict the reactants needed to synthesize it. The reactants are: [OH:1][CH2:2][CH:3]([C:7]1[S:8][CH:9]=[CH:10][CH:11]=1)[C:4]([OH:6])=[O:5].[OH-].[K+].[CH3:14][O:15][C:16]1[CH:23]=[CH:22][C:19]([CH2:20]Cl)=[CH:18][CH:17]=1.O. (2) Given the product [CH:28]1([NH:27][C:4]2[C:5]3[C:10]([C:11]4[CH:16]=[CH:15][N:14]=[CH:13][CH:12]=4)=[CH:9][NH:8][C:6]=3[N:7]=[C:2]([NH:31][C:32]3[CH:33]=[C:34]4[C:39](=[CH:40][CH:41]=3)[NH:38][C:37](=[O:42])[CH2:36][CH2:35]4)[N:3]=2)[CH2:30][CH2:29]1, predict the reactants needed to synthesize it. The reactants are: Cl[C:2]1[N:3]=[C:4]([NH:27][CH:28]2[CH2:30][CH2:29]2)[C:5]2[C:10]([C:11]3[CH:16]=[CH:15][N:14]=[CH:13][CH:12]=3)=[CH:9][N:8](S(C3C=CC(C)=CC=3)(=O)=O)[C:6]=2[N:7]=1.[NH2:31][C:32]1[CH:33]=[C:34]2[C:39](=[CH:40][CH:41]=1)[NH:38][C:37](=[O:42])[CH2:36][CH2:35]2.C[Si](Cl)(C)C. (3) Given the product [CH2:24]([O:36][C:35]([C:41]1[C:9](=[O:13])[N:8]([CH2:19][C:18]2[CH:21]=[CH:22][CH:23]=[C:16]([F:15])[CH:17]=2)[C:7]2[S:14][C:4]([CH3:3])=[CH:5][C:6]=2[C:11]=1[OH:12])=[O:38])[CH3:25], predict the reactants needed to synthesize it. The reactants are: [H-].[Na+].[CH3:3][C:4]1[S:14][C:7]2[NH:8][C:9](=[O:13])O[C:11](=[O:12])[C:6]=2[CH:5]=1.[F:15][C:16]1[CH:17]=[C:18]([CH:21]=[CH:22][CH:23]=1)[CH2:19]Br.[CH2:24](C(CC)(C([O-])=O)C([O-])=O)[CH3:25].[C:35](=[O:38])([O-])[O-:36].[Na+].[Na+].[CH3:41]N(C=O)C. (4) Given the product [NH2:9][C:8]1[C:7]2[C:6]([C:10]3[CH:15]=[CH:14][C:13]([O:16][C:17]4[CH:22]=[CH:21][CH:20]=[CH:19][CH:18]=4)=[CH:12][CH:11]=3)=[N:5][C:4]([C:23]3[CH:28]=[CH:27][C:26]([NH:29][C:30](=[O:32])[CH3:31])=[CH:25][CH:24]=3)=[CH:3][C:2]=2[NH:34][N:33]=1, predict the reactants needed to synthesize it. The reactants are: Cl[C:2]1[C:7]([C:8]#[N:9])=[C:6]([C:10]2[CH:15]=[CH:14][C:13]([O:16][C:17]3[CH:22]=[CH:21][CH:20]=[CH:19][CH:18]=3)=[CH:12][CH:11]=2)[N:5]=[C:4]([C:23]2[CH:28]=[CH:27][C:26]([NH:29][C:30](=[O:32])[CH3:31])=[CH:25][CH:24]=2)[CH:3]=1.[NH2:33][NH2:34]. (5) Given the product [CH3:9][C:5]1[N:4]=[C:3]([C:1]#[C:2][C:11]2[CH2:16][CH2:15][CH2:14][C:13](=[O:17])[CH:12]=2)[CH:8]=[CH:7][CH:6]=1, predict the reactants needed to synthesize it. The reactants are: [C:1]([C:3]1[CH:8]=[CH:7][CH:6]=[C:5]([CH3:9])[N:4]=1)#[CH:2].Br[C:11]1[CH2:16][CH2:15][CH2:14][C:13](=[O:17])[CH:12]=1.C(N(CC)CC)C. (6) Given the product [CH3:31][N:32]([CH3:33])[CH2:6][CH2:7][C:8]1[O:9][C:10]2[CH:16]=[CH:15][C:14]([C:17]3[CH:22]=[CH:21][C:20]([C:23]([N:25]4[CH2:30][CH2:29][O:28][CH2:27][CH2:26]4)=[O:24])=[CH:19][N:18]=3)=[CH:13][C:11]=2[CH:12]=1, predict the reactants needed to synthesize it. The reactants are: CS(O[CH2:6][CH2:7][C:8]1[O:9][C:10]2[CH:16]=[CH:15][C:14]([C:17]3[CH:22]=[CH:21][C:20]([C:23]([N:25]4[CH2:30][CH2:29][O:28][CH2:27][CH2:26]4)=[O:24])=[CH:19][N:18]=3)=[CH:13][C:11]=2[CH:12]=1)(=O)=O.[CH3:31][NH:32][CH3:33]. (7) Given the product [Br:1][C:2]1[C:3](=[O:17])[N:4]([C:11]2[CH:16]=[CH:15][CH:14]=[CH:13][CH:12]=2)[N:5]([CH2:9][CH3:10])[C:6]=1[CH2:7][N:31]1[CH2:30][CH2:29][C:28]2([N:24]([C:18]3[CH:23]=[CH:22][CH:21]=[CH:20][CH:19]=3)[CH2:25][NH:26][C:27]2=[O:34])[CH2:33][CH2:32]1, predict the reactants needed to synthesize it. The reactants are: [Br:1][C:2]1[C:3](=[O:17])[N:4]([C:11]2[CH:16]=[CH:15][CH:14]=[CH:13][CH:12]=2)[N:5]([CH2:9][CH3:10])[C:6]=1[CH2:7]Br.[C:18]1([N:24]2[C:28]3([CH2:33][CH2:32][NH:31][CH2:30][CH2:29]3)[C:27](=[O:34])[NH:26][CH2:25]2)[CH:23]=[CH:22][CH:21]=[CH:20][CH:19]=1.CCN(C(C)C)C(C)C. (8) Given the product [Br:26][C:24]1[CH:25]=[C:20]([NH:1][C:2]2[CH:11]=[CH:10][C:9]3[CH2:8][N:7]([C:12]([O:14][C:15]([CH3:18])([CH3:17])[CH3:16])=[O:13])[CH2:6][CH2:5][C:4]=3[N:3]=2)[C:21](=[O:28])[N:22]([CH3:27])[CH:23]=1, predict the reactants needed to synthesize it. The reactants are: [NH2:1][C:2]1[CH:11]=[CH:10][C:9]2[CH2:8][N:7]([C:12]([O:14][C:15]([CH3:18])([CH3:17])[CH3:16])=[O:13])[CH2:6][CH2:5][C:4]=2[N:3]=1.Br[C:20]1[C:21](=[O:28])[N:22]([CH3:27])[CH:23]=[C:24]([Br:26])[CH:25]=1.CC1(C)C2C(=C(P(C3C=CC=CC=3)C3C=CC=CC=3)C=CC=2)OC2C(P(C3C=CC=CC=3)C3C=CC=CC=3)=CC=CC1=2.C([O-])([O-])=O.[Cs+].[Cs+]. (9) Given the product [Br:18][C:19]1[CH:20]=[C:21]([C:26]([O:28][CH3:29])=[O:27])[C:22]([O:10][C:3]2[C:4]([CH3:9])=[CH:5][C:6]([CH3:8])=[CH:7][C:2]=2[CH3:1])=[N:23][CH:24]=1, predict the reactants needed to synthesize it. The reactants are: [CH3:1][C:2]1[CH:7]=[C:6]([CH3:8])[CH:5]=[C:4]([CH3:9])[C:3]=1[OH:10].[H-].[Na+].CN(C)C=O.[Br:18][C:19]1[CH:20]=[C:21]([C:26]([O:28][CH3:29])=[O:27])[C:22](Cl)=[N:23][CH:24]=1.